This data is from Forward reaction prediction with 1.9M reactions from USPTO patents (1976-2016). The task is: Predict the product of the given reaction. (1) Given the reactants [F:1][C:2]([F:16])([F:15])[C:3](=O)[CH2:4][C:5]([C:7]1[CH:12]=[CH:11][C:10]([CH3:13])=[CH:9][CH:8]=1)=O.Cl.[CH3:18][C:19]1[CH:20]=[C:21]([NH:25][NH2:26])[CH:22]=[CH:23][CH:24]=1, predict the reaction product. The product is: [CH3:18][C:19]1[CH:20]=[C:21]([N:25]2[C:5]([C:7]3[CH:12]=[CH:11][C:10]([CH3:13])=[CH:9][CH:8]=3)=[CH:4][C:3]([C:2]([F:16])([F:15])[F:1])=[N:26]2)[CH:22]=[CH:23][CH:24]=1. (2) Given the reactants [F:1][C:2]1[CH:7]=[CH:6][C:5]([C:8]2[N:12]=[C:11]([CH3:13])[NH:10][N:9]=2)=[CH:4][CH:3]=1.Cl[CH2:15][CH2:16][C:17]([NH:20][C:21](=[O:27])[O:22][C:23]([CH3:26])([CH3:25])[CH3:24])([CH3:19])[CH3:18].[H-].[Na+], predict the reaction product. The product is: [F:1][C:2]1[CH:3]=[CH:4][C:5]([C:8]2[N:12]=[C:11]([CH3:13])[N:10]([CH2:15][CH2:16][C:17]([NH:20][C:21](=[O:27])[O:22][C:23]([CH3:26])([CH3:25])[CH3:24])([CH3:19])[CH3:18])[N:9]=2)=[CH:6][CH:7]=1. (3) Given the reactants I[C:2]1[C:10]2[C:5](=[N:6][CH:7]=[N:8][C:9]=2[NH2:11])[N:4]([CH:12]2[CH2:16][CH2:15][N:14]([CH3:17])[CH2:13]2)[N:3]=1.[Cl:18][C:19]1[CH:24]=[CH:23][C:22](B(O)O)=[CH:21][CH:20]=1.C([O-])([O-])=O.[Na+].[Na+].C(Cl)Cl, predict the reaction product. The product is: [Cl:18][C:19]1[CH:24]=[CH:23][C:22]([C:2]2[C:10]3[C:5](=[N:6][CH:7]=[N:8][C:9]=3[NH2:11])[N:4]([CH:12]3[CH2:16][CH2:15][N:14]([CH3:17])[CH2:13]3)[N:3]=2)=[CH:21][CH:20]=1. (4) Given the reactants C[O:2][C:3]1[C:4]([CH3:33])=[C:5]([C:24]([O:31]C)=[C:25]([O:29][CH3:30])[C:26]=1[O:27][CH3:28])[CH2:6][C:7]1[C:8]([O:16][CH2:17][C:18]2[CH:23]=[CH:22][CH:21]=[CH:20][CH:19]=2)=[C:9]([CH:13]=[CH:14][CH:15]=1)[C:10]([OH:12])=[O:11].O=[N+]([O-])[O-].[O-][N+](=O)[O-].[O-][N+](=O)[O-].[O-][N+](=O)[O-].[O-][N+](=O)[O-].[O-][N+](=O)[O-].[Ce+4].[NH4+].[NH4+], predict the reaction product. The product is: [CH3:28][O:27][C:26]1[C:3](=[O:2])[C:4]([CH3:33])=[C:5]([CH2:6][C:7]2[C:8]([O:16][CH2:17][C:18]3[CH:23]=[CH:22][CH:21]=[CH:20][CH:19]=3)=[C:9]([CH:13]=[CH:14][CH:15]=2)[C:10]([OH:12])=[O:11])[C:24](=[O:31])[C:25]=1[O:29][CH3:30]. (5) Given the reactants [CH2:1]([OH:7])[CH2:2][O:3][CH2:4][CH2:5][OH:6].[C:8]1([CH3:18])[CH:13]=[CH:12][C:11]([S:14](Cl)(=[O:16])=[O:15])=[CH:10][CH:9]=1.Cl, predict the reaction product. The product is: [S:14]([O:7][CH2:1][CH2:2][O:3][CH2:4][CH2:5][O:6][S:14]([C:11]1[CH:12]=[CH:13][C:8]([CH3:18])=[CH:9][CH:10]=1)(=[O:16])=[O:15])([C:11]1[CH:12]=[CH:13][C:8]([CH3:18])=[CH:9][CH:10]=1)(=[O:16])=[O:15]. (6) Given the reactants [NH:1]1[CH2:6][CH2:5][CH:4]([NH:7][C:8]([C:10]2[CH:11]=[C:12]3[C:16](=[CH:17][CH:18]=2)[NH:15][N:14]=[CH:13]3)=[O:9])[CH2:3][CH2:2]1.[CH:19](=O)[CH2:20][CH3:21].C([BH3-])#N.[Na+].[OH-].[Na+], predict the reaction product. The product is: [CH2:19]([N:1]1[CH2:6][CH2:5][CH:4]([NH:7][C:8]([C:10]2[CH:11]=[C:12]3[C:16](=[CH:17][CH:18]=2)[NH:15][N:14]=[CH:13]3)=[O:9])[CH2:3][CH2:2]1)[CH2:20][CH3:21].